From a dataset of Reaction yield outcomes from USPTO patents with 853,638 reactions. Predict the reaction yield, written as a fraction of the theoretical maximum amount of product (1.0 means a 100% yield; for example, 0.34 means a 34% yield). (1) The catalyst is CS(C)=O.C(OCC)(=O)C. The yield is 0.420. The product is [CH2:21]1[CH:25]2[CH2:26][N:27]([CH2:1][C:3]3[CH:4]=[CH:5][C:6]([C:9]4[C:17]5[C:12](=[CH:13][CH:14]=[C:15]([C:18]#[N:19])[CH:16]=5)[NH:11][C:10]=4[OH:20])=[N:7][CH:8]=3)[CH2:28][CH:24]2[CH2:23][O:22]1. The reactants are [CH:1]([C:3]1[CH:4]=[CH:5][C:6]([C:9]2[C:17]3[C:12](=[CH:13][CH:14]=[C:15]([C:18]#[N:19])[CH:16]=3)[NH:11][C:10]=2[OH:20])=[N:7][CH:8]=1)=O.[CH2:21]1[CH:25]2[CH2:26][NH:27][CH2:28][CH:24]2[CH2:23][O:22]1.C(O[BH-](OC(=O)C)OC(=O)C)(=O)C.[Na+]. (2) The reactants are [Br:1][C:2]1[CH:7]=[C:6]([C:8]([CH3:11])([CH3:10])[CH3:9])[C:5]([OH:12])=[C:4]([C:13]([CH3:16])([CH3:15])[CH3:14])[CH:3]=1.[C:17](=O)([O-])[O-].[K+].[K+].S(OC)(OC)(=O)=O. The catalyst is CC(C)=O. The product is [Br:1][C:2]1[CH:3]=[C:4]([C:13]([CH3:16])([CH3:15])[CH3:14])[C:5]([O:12][CH3:17])=[C:6]([C:8]([CH3:9])([CH3:10])[CH3:11])[CH:7]=1. The yield is 0.952.